From a dataset of Peptide-MHC class I binding affinity with 185,985 pairs from IEDB/IMGT. Regression. Given a peptide amino acid sequence and an MHC pseudo amino acid sequence, predict their binding affinity value. This is MHC class I binding data. (1) The peptide sequence is MPEKRNVVVV. The MHC is HLA-B54:01 with pseudo-sequence HLA-B54:01. The binding affinity (normalized) is 0.658. (2) The peptide sequence is SYLNVSDFR. The MHC is HLA-A11:01 with pseudo-sequence HLA-A11:01. The binding affinity (normalized) is 0.169. (3) The peptide sequence is AGRWPITHL. The binding affinity (normalized) is 0.519. The MHC is Mamu-B3901 with pseudo-sequence Mamu-B3901. (4) The peptide sequence is CALPFTSAR. The MHC is HLA-A33:01 with pseudo-sequence HLA-A33:01. The binding affinity (normalized) is 0.659. (5) The peptide sequence is FDFCEGTTVV. The MHC is HLA-B51:01 with pseudo-sequence HLA-B51:01. The binding affinity (normalized) is 0.271. (6) The peptide sequence is HSIKRNYPY. The MHC is HLA-A26:01 with pseudo-sequence HLA-A26:01. The binding affinity (normalized) is 0.400. (7) The peptide sequence is TTDDSTSYY. The MHC is HLA-A24:03 with pseudo-sequence HLA-A24:03. The binding affinity (normalized) is 0.0847.